This data is from Experimentally validated miRNA-target interactions with 360,000+ pairs, plus equal number of negative samples. The task is: Binary Classification. Given a miRNA mature sequence and a target amino acid sequence, predict their likelihood of interaction. (1) The miRNA is hsa-miR-124-5p with sequence CGUGUUCACAGCGGACCUUGAU. The protein sequence of the target gene is MELRSWLLWVVAAAGAVVLLAADAQGQKIFTNTWAVHIPGGPAVADRVAQKHGFHNLGQIFGDYYHFWHRAVTKRSLSPHRPRHSRLQREPQVKWLEQQVAKRRAKRDVYQEPTDPKFPQQWYLSGVTQRDLNVKEAWAQGFTGHGIVVSILDDGIEKNHPDLAGNYDPGASFDVNDQDPDPQPRYTQMNDNRHGTRCAGEVAAVANNGVCGVGVAYNARIGGVRMLDGEVTDAVEARSLGLNPNHIHIYSASWGPEDDGKTVDGPARLAEEAFFRGVSQGRGGLGSIFVWASGNGGREH.... Result: 0 (no interaction). (2) The miRNA is hsa-miR-7162-5p with sequence UGCUUCCUUUCUCAGCUG. The protein sequence of the target gene is MPEPTKSAPAPKKGSKKAVTKAQKKDGKKRKRSRKESYSVYVYKVLKQVHPDTGISSKAMGIMNSFVNDIFERIAGEASRLAHYNKRSTITSREIQTAVRLLLPGELAKHAVSEGTKAVTKYTSSK. Result: 1 (interaction). (3) The miRNA is hsa-miR-3134 with sequence UGAUGGAUAAAAGACUACAUAUU. The protein sequence of the target gene is MDYSYLNSYDSCVAAMEASAYGDFGACSQPGGFQYSPLRPAFPAAGPPCPALGSSNCALGALRDHQPAPYSAVPYKFFPEPSGLHEKRKQRRIRTTFTSAQLKELERVFAETHYPDIYTREELALKIDLTEARVQVWFQNRRAKFRKQERAASAKGAAGAAGAKKGEARCSSEDDDSKESTCSPTPDSTASLPPPPAPGLASPRLSPSPLPVALGSGPGPGPGPQPLKGALWAGVAGGGGGGPGAGAAELLKAWQPAESGPGPFSGVLSSFHRKPGPALKTNLF. Result: 0 (no interaction). (4) The miRNA is hsa-miR-6131 with sequence GGCUGGUCAGAUGGGAGUG. The protein sequence of the target gene is MDREDLWHSALGAVWDPTCWLKGQQERYLGQVTVAQKEIYNEKSVCGGNTTENSSTEGSMLNTPQSIPVTPCNWNSYRKDSKQNSELMKTSRMFVQKKVYGCDECGKTFRQSSSLLKHQRIHTGEKPYTCNVCDKHFIERSSLTVHQRTHTGEKPYKCHECGKAFSQSMNLTVHQRTHTGEKPYQCKECGKAFRKNSSLIQHERIHTGEKPYKCHDCGKAFTQSMNLTVHQRTHTGEKPYECNQCGKAFSQSMHLIVHQRSHTGEKPYECSECGKAFSKSSTLTLHQRNHTGEKPYKCNK.... Result: 0 (no interaction). (5) Result: 0 (no interaction). The protein sequence of the target gene is MGRQKELMNRCGEMLHIRYRLLRQALAECLGTLILVMFGCGSVAQVVLSRGTHGGFLTINLAFGFAVTLGILVAGQVSGAHLNPAVTFAMCFLAREPWIKLPIYALAQTLGAFLGAGIVFGLYYDAIWAFANNELFVSGPNGTAGIFATYPSGHLDMVNGFFDQFIGTAALIVCVLAIVDPYNNPVPRGLEAFTVGLVVLVIGTSMGFNSGYAVNPARDFGPRLFTALAGWGSEVFTTGRHWWWVPIVSPLLGSIAGVFVYQLMIGCHLEQPPPSTEEENVKLAHMKHKEQI. The miRNA is hsa-miR-6812-3p with sequence CCGCUCUUCCCCUGACCCCAG. (6) The miRNA is hsa-miR-4462 with sequence UGACACGGAGGGUGGCUUGGGAA. The protein sequence of the target gene is MLAPRGAAVLLLHLVLQRWLAAGAQATPQVFDLLPSSSQRLNPGALLPVLTDPALNDLYVISTFKLQTKSSATIFGLYSSTDNSKYFEFTVMGRLNKAILRYLKNDGKVHLVVFNNLQLADGRRHRILLRLSNLQRGAGSLELYLDCIQVDSVHNLPRAFAGPSQKPETIELRTFQRKPQDFLEELKLVVRGSLFQVASLQDCFLQQSEPLAATGTGDFNRQFLGQMTQLNQLLGEVKDLLRQQVKETSFLRNTIAECQACGPLKFQSPTPSTVVPPAPPAPPTRPPRRCDSNPCFRGVQ.... Result: 0 (no interaction). (7) The miRNA is hsa-miR-6883-3p with sequence UUCCCUAUCUCACUCUCCUCAG. The protein sequence of the target gene is MPTGFVAPILCVLLPSPTREAATVASATGDSASERESAAPAAAPTAEAPPPSVVTRPEPQALPSPAIRAPLPDLYPFGTMRGGGFGDRDRDRDRGGFGARGGGGLPPKKFGNPGERLRKKKWDLSELPKFEKNFYVEHPEVARLTPYEVDELRRKKEITVRGGDVCPKPVFAFHHANFPQYVMDVLMDQHFTEPTPIQCQGFPLALSGRDMVGIAQTGSGKTLAYLLPAIVHINHQPYLERGDGPICLVLAPTRELAQQVQQVADDYGKCSRLKSTCIYGGAPKGPQIRDLERGVEICIA.... Result: 1 (interaction).